Dataset: Reaction yield outcomes from USPTO patents with 853,638 reactions. Task: Predict the reaction yield, written as a fraction of the theoretical maximum amount of product (1.0 means a 100% yield; for example, 0.34 means a 34% yield). (1) The reactants are [C:1](O)(=O)[C:2]1[CH:7]=[CH:6][CH:5]=[N:4][CH:3]=1.[NH2:10][NH:11][C:12]([NH2:14])=[S:13].[NH4+].[OH-]. The catalyst is O. The product is [N:4]1[CH:5]=[CH:6][CH:7]=[C:2]([C:1]2[S:13][C:12]([NH2:14])=[N:11][N:10]=2)[CH:3]=1. The yield is 0.500. (2) The reactants are C([Li])CCC.Br[C:7]1[CH:16]=[C:15]2[C:10]([CH:11]=[CH:12][C:13]([CH3:17])=[N:14]2)=[CH:9][C:8]=1[O:18][CH3:19].[B:20](OC(C)C)([O:25]C(C)C)[O:21]C(C)C.B(O)O.COC1C=C2C(=CC=1)N=C(C)C=C2. No catalyst specified. The product is [CH3:19][O:18][C:8]1[CH:9]=[C:10]2[C:15](=[CH:16][C:7]=1[B:20]([OH:25])[OH:21])[N:14]=[C:13]([CH3:17])[CH:12]=[CH:11]2. The yield is 0.900. (3) The reactants are [NH2:1][C:2]1[NH:6][CH:5]=[N:4][C:3]=1[C:7](N)=[O:8].[CH2:10]([OH:12])[CH3:11]. The catalyst is CS(O)(=O)=O. The product is [CH2:10]([O:12][C:7]([C:3]1[N:4]=[CH:5][NH:6][C:2]=1[NH2:1])=[O:8])[CH3:11]. The yield is 0.450.